From a dataset of Full USPTO retrosynthesis dataset with 1.9M reactions from patents (1976-2016). Predict the reactants needed to synthesize the given product. (1) Given the product [C:1]1([CH:7]([C:11]2[CH:16]=[CH:15][CH:14]=[CH:13][CH:12]=2)[C:8]([NH:17][CH2:18][CH2:19][CH2:20][N:21]2[CH2:26][CH2:25][CH:24]([C:27]3[CH:28]=[C:29]([NH:34][C:35](=[O:39])[CH2:36][CH2:37][CH3:38])[CH:30]=[CH:31][C:32]=3[F:33])[CH2:23][CH2:22]2)=[O:9])[CH:6]=[CH:5][CH:4]=[CH:3][CH:2]=1, predict the reactants needed to synthesize it. The reactants are: [C:1]1([CH:7]([C:11]2[CH:16]=[CH:15][CH:14]=[CH:13][CH:12]=2)[C:8](Cl)=[O:9])[CH:6]=[CH:5][CH:4]=[CH:3][CH:2]=1.[NH2:17][CH2:18][CH2:19][CH2:20][N:21]1[CH2:26][CH2:25][CH:24]([C:27]2[CH:28]=[C:29]([NH:34][C:35](=[O:39])[CH2:36][CH2:37][CH3:38])[CH:30]=[CH:31][C:32]=2[F:33])[CH2:23][CH2:22]1. (2) The reactants are: C(OC([N:8]1[C:13]2([CH2:19][O:18][CH2:17][CH2:16][O:15][CH2:14]2)[C:12](=[O:20])[N:11]([CH2:21][C:22]([OH:24])=O)[CH:10]([C:25]2[CH:30]=[CH:29][C:28]([F:31])=[CH:27][CH:26]=2)[CH2:9]1)=O)(C)(C)C.CN(C(ON1N=NC2C=CC=NC1=2)=[N+](C)C)C.F[P-](F)(F)(F)(F)F.[NH2:56][C:57]1[CH:58]=[C:59]2[C:72](=[CH:73][CH:74]=1)[CH2:71][C@@:61]1([C:69]3[C:64](=[N:65][CH:66]=[CH:67][CH:68]=3)[NH:63][C:62]1=[O:70])[CH2:60]2. Given the product [F:31][C:28]1[CH:29]=[CH:30][C:25]([CH:10]2[N:11]([CH2:21][C:22]([NH:56][C:57]3[CH:58]=[C:59]4[C:72](=[CH:73][CH:74]=3)[CH2:71][C@:61]3([C:69]5[C:64](=[N:65][CH:66]=[CH:67][CH:68]=5)[NH:63][C:62]3=[O:70])[CH2:60]4)=[O:24])[C:12](=[O:20])[C:13]3([CH2:19][O:18][CH2:17][CH2:16][O:15][CH2:14]3)[NH:8][CH2:9]2)=[CH:26][CH:27]=1, predict the reactants needed to synthesize it.